Dataset: Forward reaction prediction with 1.9M reactions from USPTO patents (1976-2016). Task: Predict the product of the given reaction. (1) Given the reactants [OH:1][C:2]1[CH:7]=[CH:6][C:5]([CH2:8][CH2:9][CH:10]([CH2:15][CH2:16][CH2:17][C:18]2[CH:23]=[CH:22][CH:21]=[CH:20][CH:19]=2)[C:11]([O:13][CH3:14])=[O:12])=[CH:4][CH:3]=1.N1C=CC=CC=1.[C:30]1(B(O)O)[CH:35]=[CH:34][CH:33]=[CH:32][CH:31]=1.O, predict the reaction product. The product is: [O:1]([C:2]1[CH:3]=[CH:4][C:5]([CH2:8][CH2:9][CH:10]([CH2:15][CH2:16][CH2:17][C:18]2[CH:19]=[CH:20][CH:21]=[CH:22][CH:23]=2)[C:11]([O:13][CH3:14])=[O:12])=[CH:6][CH:7]=1)[C:30]1[CH:35]=[CH:34][CH:33]=[CH:32][CH:31]=1. (2) Given the reactants [NH2:1][C:2]1[N:7]=[C:6](/[C:8](=[C:11]2\[NH:12][C:13]3[CH:21]=[CH:20][CH:19]=[CH:18][C:14]=3[N:15]\2[CH2:16][CH3:17])/[C:9]#[N:10])[C:5]([CH3:22])=[CH:4][N:3]=1.[CH3:23][N:24]1[CH2:29][CH2:28][N:27]([CH2:30][C:31]2[CH:39]=[CH:38][C:34]([C:35](N)=[O:36])=[CH:33][CH:32]=2)[CH2:26][CH2:25]1, predict the reaction product. The product is: [C:9](/[C:8](=[C:11]1/[NH:12][C:13]2[CH:21]=[CH:20][CH:19]=[CH:18][C:14]=2[N:15]/1[CH2:16][CH3:17])/[C:6]1[C:5]([CH3:22])=[CH:4][N:3]=[C:2]([NH:1][C:35](=[O:36])[C:34]2[CH:33]=[CH:32][C:31]([CH2:30][N:27]3[CH2:26][CH2:25][N:24]([CH3:23])[CH2:29][CH2:28]3)=[CH:39][CH:38]=2)[N:7]=1)#[N:10]. (3) Given the reactants [CH2:1]([OH:6])[CH2:2][C@@H:3]([OH:5])[CH3:4].C(N(CC)CC)C.[C:14]1([CH3:24])[CH:19]=[CH:18][C:17]([S:20](Cl)(=[O:22])=[O:21])=[CH:16][CH:15]=1.O, predict the reaction product. The product is: [OH:5][C@@H:3]([CH3:4])[CH2:2][CH2:1][O:6][S:20]([C:17]1[CH:18]=[CH:19][C:14]([CH3:24])=[CH:15][CH:16]=1)(=[O:22])=[O:21].